From a dataset of hERG Central: cardiac toxicity at 1µM, 10µM, and general inhibition. Predict hERG channel inhibition at various concentrations. (1) The molecule is COc1ccc(N2CCN(C(=O)COC(=O)Cc3c(F)cccc3Cl)CC2)cc1. Results: hERG_inhib (hERG inhibition (general)): blocker. (2) The drug is COc1ccc(C(=O)CCN2CCN(c3ccccc3OC)CC2)cc1.Cl. Results: hERG_inhib (hERG inhibition (general)): blocker. (3) The compound is CC(C)[C@H](NC(=O)c1c(F)cccc1F)C(=O)N1CCN(c2ccc(F)cc2)CC1. Results: hERG_inhib (hERG inhibition (general)): blocker.